Dataset: NCI-60 drug combinations with 297,098 pairs across 59 cell lines. Task: Regression. Given two drug SMILES strings and cell line genomic features, predict the synergy score measuring deviation from expected non-interaction effect. (1) Drug 1: CC=C1C(=O)NC(C(=O)OC2CC(=O)NC(C(=O)NC(CSSCCC=C2)C(=O)N1)C(C)C)C(C)C. Drug 2: C1CN1C2=NC(=NC(=N2)N3CC3)N4CC4. Cell line: NCI-H522. Synergy scores: CSS=73.2, Synergy_ZIP=1.46, Synergy_Bliss=0.685, Synergy_Loewe=0.425, Synergy_HSA=2.09. (2) Drug 1: C1=CC(=CC=C1C#N)C(C2=CC=C(C=C2)C#N)N3C=NC=N3. Cell line: CAKI-1. Drug 2: CCC1=C2CN3C(=CC4=C(C3=O)COC(=O)C4(CC)O)C2=NC5=C1C=C(C=C5)O. Synergy scores: CSS=13.0, Synergy_ZIP=4.37, Synergy_Bliss=5.15, Synergy_Loewe=-33.4, Synergy_HSA=0.280. (3) Drug 1: COC1=CC(=CC(=C1O)OC)C2C3C(COC3=O)C(C4=CC5=C(C=C24)OCO5)OC6C(C(C7C(O6)COC(O7)C8=CC=CS8)O)O. Drug 2: N.N.Cl[Pt+2]Cl. Cell line: SNB-75. Synergy scores: CSS=19.6, Synergy_ZIP=-3.85, Synergy_Bliss=2.74, Synergy_Loewe=-17.8, Synergy_HSA=1.04.